Dataset: Reaction yield outcomes from USPTO patents with 853,638 reactions. Task: Predict the reaction yield, written as a fraction of the theoretical maximum amount of product (1.0 means a 100% yield; for example, 0.34 means a 34% yield). (1) The reactants are [CH2:1]1[O:4][CH:2]1[CH3:3].O[C:6]1[CH:16]=[CH:15][CH:14]=[C:8]2[C:9]([NH:11][C:12](=[O:13])[C:7]=12)=[O:10].C(N(CC)CC)C.CN(C=[O:28])C. No catalyst specified. The product is [OH:28][CH:2]([CH3:3])[CH2:1][O:4][N:11]1[C:9](=[O:10])[C:8]2[C:7](=[CH:6][CH:16]=[CH:15][CH:14]=2)[C:12]1=[O:13]. The yield is 0.500. (2) The reactants are [OH:1][CH2:2][C@@H:3]([NH:8][C:9](=[O:15])[O:10][C:11]([CH3:14])([CH3:13])[CH3:12])[CH2:4][CH2:5][S:6][CH3:7].C(N(CC)CC)C.[CH3:23][S:24](Cl)(=[O:26])=[O:25]. The catalyst is C(Cl)Cl. The product is [CH3:23][S:24]([O:1][CH2:2][C@@H:3]([NH:8][C:9]([O:10][C:11]([CH3:12])([CH3:14])[CH3:13])=[O:15])[CH2:4][CH2:5][S:6][CH3:7])(=[O:26])=[O:25]. The yield is 0.750. (3) The catalyst is CO. The product is [C:1]([C:5]1[CH:30]=[C:8]2[N:9]=[C:10]([CH3:29])[C:11]([CH:21]([CH2:26][CH2:27][CH3:28])[C:22]([OH:24])=[O:23])=[C:12]([C:13]3[CH:18]=[CH:17][C:16]([CH3:19])=[CH:15][C:14]=3[F:20])[N:7]2[N:6]=1)([CH3:3])([CH3:4])[CH3:2]. The yield is 0.600. The reactants are [C:1]([C:5]1[CH:30]=[C:8]2[N:9]=[C:10]([CH3:29])[C:11]([CH:21]([CH2:26][CH2:27][CH3:28])[C:22]([O:24]C)=[O:23])=[C:12]([C:13]3[CH:18]=[CH:17][C:16]([CH3:19])=[CH:15][C:14]=3[F:20])[N:7]2[N:6]=1)([CH3:4])([CH3:3])[CH3:2].[OH-].[Na+]. (4) The reactants are Cl[C:2]1[N:7]=[CH:6][C:5]([S:8]([C:11]2[N:15]([C:16]3[CH:21]=[CH:20][CH:19]=[CH:18][C:17]=3[F:22])[N:14]=[C:13]([CH2:23][N:24]([CH3:32])[C:25](=[O:31])[O:26][C:27]([CH3:30])([CH3:29])[CH3:28])[CH:12]=2)(=[O:10])=[O:9])=[CH:4][CH:3]=1.[O-:33][CH2:34][CH3:35].[Na+]. The yield is 0.960. The product is [CH2:34]([O:33][C:2]1[N:7]=[CH:6][C:5]([S:8]([C:11]2[N:15]([C:16]3[CH:21]=[CH:20][CH:19]=[CH:18][C:17]=3[F:22])[N:14]=[C:13]([CH2:23][N:24]([CH3:32])[C:25](=[O:31])[O:26][C:27]([CH3:30])([CH3:29])[CH3:28])[CH:12]=2)(=[O:10])=[O:9])=[CH:4][CH:3]=1)[CH3:35]. The catalyst is C(O)C. (5) The reactants are Br[C:2]1[CH:7]=[CH:6][C:5]([C:8]2[N:12]([C:13]3[CH:18]=[CH:17][CH:16]=[CH:15][CH:14]=3)[C:11]3[CH:19]=[CH:20][CH:21]=[CH:22][C:10]=3[N:9]=2)=[CH:4][CH:3]=1.[CH:23]1[C:32]2[C:27](=[CH:28][CH:29]=[CH:30][CH:31]=2)[CH:26]=[CH:25][C:24]=1[C:33]1[C:46]2[C:41](=[CH:42][CH:43]=[CH:44][CH:45]=2)[C:40](B(O)O)=[C:39]2[C:34]=1[CH:35]=[CH:36][CH:37]=[CH:38]2.C(=O)([O-])[O-].[Na+].[Na+]. The catalyst is [Pd].C1(P(C2C=CC=CC=2)C2C=CC=CC=2)C=CC=CC=1.C1(P(C2C=CC=CC=2)C2C=CC=CC=2)C=CC=CC=1.C1(P(C2C=CC=CC=2)C2C=CC=CC=2)C=CC=CC=1.C1(P(C2C=CC=CC=2)C2C=CC=CC=2)C=CC=CC=1.COCCOC. The product is [CH:23]1[C:32]2[C:27](=[CH:28][CH:29]=[CH:30][CH:31]=2)[CH:26]=[CH:25][C:24]=1[C:33]1[C:46]2[C:41](=[CH:42][CH:43]=[CH:44][CH:45]=2)[C:40]([C:2]2[CH:7]=[CH:6][C:5]([C:8]3[N:12]([C:13]4[CH:14]=[CH:15][CH:16]=[CH:17][CH:18]=4)[C:11]4[CH:19]=[CH:20][CH:21]=[CH:22][C:10]=4[N:9]=3)=[CH:4][CH:3]=2)=[C:39]2[C:34]=1[CH:35]=[CH:36][CH:37]=[CH:38]2. The yield is 0.780. (6) The reactants are [Cl-].O[NH3+:3].[C:4](=[O:7])([O-])[OH:5].[Na+].CS(C)=O.[F:13][C:14]1[CH:15]=[C:16]([C:46]2[C:47]([C:52]#[N:53])=[CH:48][CH:49]=[CH:50][CH:51]=2)[CH:17]=[CH:18][C:19]=1[CH2:20][C:21]1[C:22](=[O:45])[N:23]([C@H:33]2[CH2:38][CH2:37][C@H:36]([O:39][CH2:40][C:41]([OH:44])([CH3:43])[CH3:42])[CH2:35][CH2:34]2)[C:24]2[N:25]([N:30]=[CH:31][N:32]=2)[C:26]=1[CH2:27][CH2:28][CH3:29]. The catalyst is C(OCC)(=O)C. The product is [F:13][C:14]1[CH:15]=[C:16]([C:46]2[CH:51]=[CH:50][CH:49]=[CH:48][C:47]=2[C:52]2[NH:3][C:4](=[O:7])[O:5][N:53]=2)[CH:17]=[CH:18][C:19]=1[CH2:20][C:21]1[C:22](=[O:45])[N:23]([C@H:33]2[CH2:38][CH2:37][C@H:36]([O:39][CH2:40][C:41]([OH:44])([CH3:42])[CH3:43])[CH2:35][CH2:34]2)[C:24]2[N:25]([N:30]=[CH:31][N:32]=2)[C:26]=1[CH2:27][CH2:28][CH3:29]. The yield is 0.640. (7) The reactants are [CH3:1][O:2][C:3]1[CH:4]=[CH:5][C:6]2[O:10][C:9]([C:11](OC)=[O:12])=[C:8]([CH3:15])[C:7]=2[CH:16]=1.[H-].[Al+3].[Li+].[H-].[H-].[H-].O. The catalyst is O1CCCC1.[O-2].[O-2].[Mn+4]. The product is [CH3:1][O:2][C:3]1[CH:4]=[CH:5][C:6]2[O:10][C:9]([CH:11]=[O:12])=[C:8]([CH3:15])[C:7]=2[CH:16]=1. The yield is 0.790. (8) The reactants are [CH3:1][N:2]1[C:10]2[CH:9]=[CH:8][C:7]([C:11]([O:13]C)=[O:12])=[CH:6][C:5]=2[C:4]2[CH2:15][N:16]([CH:19]3[CH2:24][CH2:23][O:22][CH2:21][CH2:20]3)[CH2:17][CH2:18][C:3]1=2.[OH-].[K+].Cl. The catalyst is O1CCCC1.CO.O. The product is [CH3:1][N:2]1[C:10]2[CH:9]=[CH:8][C:7]([C:11]([OH:13])=[O:12])=[CH:6][C:5]=2[C:4]2[CH2:15][N:16]([CH:19]3[CH2:24][CH2:23][O:22][CH2:21][CH2:20]3)[CH2:17][CH2:18][C:3]1=2. The yield is 0.760. (9) The reactants are [CH3:1][O:2][C:3]1[CH:4]=[C:5]([CH2:9][CH2:10][NH:11][C:12]([CH:14]2[CH2:19][CH2:18][N:17]([C:20](=[O:25])[C:21]([F:24])([F:23])[F:22])[CH2:16][CH2:15]2)=O)[CH:6]=[CH:7][CH:8]=1. The catalyst is O=P(Cl)(Cl)Cl. The product is [F:22][C:21]([F:24])([F:23])[C:20]([N:17]1[CH2:18][CH2:19][CH:14]([C:12]2[C:6]3[C:5](=[CH:4][C:3]([O:2][CH3:1])=[CH:8][CH:7]=3)[CH2:9][CH2:10][N:11]=2)[CH2:15][CH2:16]1)=[O:25]. The yield is 0.880. (10) The reactants are [CH2:1]([O:8][C:9]([NH:11][C@H:12]1[CH2:17][CH2:16][C@@H:15]([NH:18][C:19]([O:21][C:22]([CH3:25])([CH3:24])[CH3:23])=[O:20])[CH2:14][C@H:13]1[C:26]([OH:28])=O)=[O:10])[C:2]1[CH:7]=[CH:6][CH:5]=[CH:4][CH:3]=1.CN(C(ON1N=NC2[CH:40]=[CH:41][CH:42]=[N:43][C:38]1=2)=[N+](C)C)C.F[P-](F)(F)(F)(F)F.N1CCCC1.CCN(C(C)C)C(C)C. The catalyst is CN(C=O)C.CCOC(C)=O.O. The product is [CH2:1]([O:8][C:9](=[O:10])[NH:11][C@H:12]1[CH2:17][CH2:16][C@@H:15]([NH:18][C:19]([O:21][C:22]([CH3:23])([CH3:25])[CH3:24])=[O:20])[CH2:14][C@H:13]1[C:26]([N:43]1[CH2:42][CH2:41][CH2:40][CH2:38]1)=[O:28])[C:2]1[CH:3]=[CH:4][CH:5]=[CH:6][CH:7]=1. The yield is 0.690.